Dataset: Reaction yield outcomes from USPTO patents with 853,638 reactions. Task: Predict the reaction yield, written as a fraction of the theoretical maximum amount of product (1.0 means a 100% yield; for example, 0.34 means a 34% yield). The reactants are [CH:1]1([NH:4][C:5]([C:7]2[CH:8]=[C:9]([F:26])[C:10]([CH3:25])=[C:11]([C:13]3[CH:18]=[CH:17][C:16]([C:19]([O:21][CH3:22])=[O:20])=[CH:15][C:14]=3[CH:23]=[O:24])[CH:12]=2)=[O:6])[CH2:3][CH2:2]1.Cl([O-])=[O:28].[Na+].P([O-])(O)(O)=O.[K+].OO.S([O-])([O-])=O.[Na+].[Na+]. The catalyst is C(#N)C.O. The product is [CH:1]1([NH:4][C:5]([C:7]2[CH:8]=[C:9]([F:26])[C:10]([CH3:25])=[C:11]([C:13]3[C:14]([C:23]([OH:28])=[O:24])=[CH:15][C:16]([C:19]([O:21][CH3:22])=[O:20])=[CH:17][CH:18]=3)[CH:12]=2)=[O:6])[CH2:3][CH2:2]1. The yield is 0.930.